Predict the reaction yield, written as a fraction of the theoretical maximum amount of product (1.0 means a 100% yield; for example, 0.34 means a 34% yield). From a dataset of Reaction yield outcomes from USPTO patents with 853,638 reactions. (1) The catalyst is CO.[OH-].[OH-].[Pd+2]. The yield is 0.830. The product is [NH2:8][CH2:9][CH2:10][C@H:11]1[CH2:13][C@@H:12]1[CH:14]1[CH2:19][CH2:18][N:17]([C:20]([O:22][C:23]([CH3:26])([CH3:25])[CH3:24])=[O:21])[CH2:16][CH2:15]1. The reactants are C([N:8](CC1C=CC=CC=1)[CH2:9][CH2:10][C@H:11]1[CH2:13][C@@H:12]1[CH:14]1[CH2:19][CH2:18][N:17]([C:20]([O:22][C:23]([CH3:26])([CH3:25])[CH3:24])=[O:21])[CH2:16][CH2:15]1)C1C=CC=CC=1.[H][H]. (2) The reactants are [CH2:1]([S:3]([C:6]1[CH:7]=[C:8]([C:12]2[CH:20]=[C:19]([C:21]#[N:22])[CH:18]=[C:17]3[C:13]=2[C:14]2[CH:26]=[C:25]([CH3:27])[CH:24]=[N:23][C:15]=2[NH:16]3)[CH:9]=[CH:10][CH:11]=1)(=[O:5])=[O:4])[CH3:2].[N-:28]=[N+:29]=[N-:30].[Na+].[Cl-].[NH4+]. The catalyst is CN(C=O)C. The product is [CH2:1]([S:3]([C:6]1[CH:7]=[C:8]([C:12]2[CH:20]=[C:19]([C:21]3[N:28]=[N:29][NH:30][N:22]=3)[CH:18]=[C:17]3[C:13]=2[C:14]2[CH:26]=[C:25]([CH3:27])[CH:24]=[N:23][C:15]=2[NH:16]3)[CH:9]=[CH:10][CH:11]=1)(=[O:5])=[O:4])[CH3:2]. The yield is 0.770. (3) The reactants are C([O:5][C:6](=[O:26])[CH2:7][O:8][C:9]1[C:13]2=[N:14][CH:15]=[C:16]([C:18]([F:21])([F:20])[F:19])[CH:17]=[C:12]2[S:11][C:10]=1[C:22]([O:24]C)=[O:23])(C)(C)C.O.[OH-].[Li+]. The catalyst is O1CCCC1.O. The product is [C:6]([CH2:7][O:8][C:9]1[C:13]2=[N:14][CH:15]=[C:16]([C:18]([F:20])([F:19])[F:21])[CH:17]=[C:12]2[S:11][C:10]=1[C:22]([OH:24])=[O:23])([OH:26])=[O:5]. The yield is 0.380. (4) The reactants are [CH2:1]([O:3][C:4](=[O:22])[CH2:5][NH:6][CH2:7][CH2:8][NH:9][S:10]([C:13]1[S:14][C:15]2[CH:21]=[CH:20][CH:19]=[CH:18][C:16]=2[N:17]=1)(=[O:12])=[O:11])[CH3:2].[CH3:23][O:24][C:25]1[CH:26]=[C:27]([CH:47]=[CH:48][C:49]=1[O:50][CH3:51])[CH2:28][O:29][C:30]([NH:32][C:33]1[NH:34][C:35](=[O:46])[C:36]2[N:37]=[CH:38][N:39]([CH2:42][C:43](O)=[O:44])[C:40]=2[N:41]=1)=[O:31]. No catalyst specified. The product is [CH2:1]([O:3][C:4](=[O:22])[CH2:5][N:6]([CH2:7][CH2:8][NH:9][S:10]([C:13]1[S:14][C:15]2[CH:21]=[CH:20][CH:19]=[CH:18][C:16]=2[N:17]=1)(=[O:12])=[O:11])[C:43](=[O:44])[CH2:42][N:39]1[CH:38]=[N:37][C:36]2[C:35](=[O:46])[NH:34][C:33]([NH:32][C:30]([O:29][CH2:28][C:27]3[CH:47]=[CH:48][C:49]([O:50][CH3:51])=[C:25]([O:24][CH3:23])[CH:26]=3)=[O:31])=[N:41][C:40]1=2)[CH3:2]. The yield is 0.680. (5) The reactants are [Cl:1][C:2]1[S:6][C:5]([S:7](Cl)(=[O:9])=[O:8])=[CH:4][CH:3]=1.[CH3:11][N:12]1[CH2:17][CH2:16][NH:15][CH2:14][CH2:13]1. The catalyst is N1C=CC=CC=1. The product is [ClH:1].[Cl:1][C:2]1[S:6][C:5]([S:7]([N:15]2[CH2:16][CH2:17][N:12]([CH3:11])[CH2:13][CH2:14]2)(=[O:9])=[O:8])=[CH:4][CH:3]=1. The yield is 0.630. (6) The reactants are [Cl:1][C:2]1[CH:10]=[C:9]2[C:5]([C:6]([C:20](=[O:25])C(F)(F)F)=[CH:7][N:8]2[CH2:11][C:12]2[CH:17]=[C:16]([F:18])[CH:15]=[C:14]([F:19])[CH:13]=2)=[CH:4][CH:3]=1.[H-].[Na+].[OH2:28]. The catalyst is CN(C=O)C.COC(C)(C)C. The product is [Cl:1][C:2]1[CH:10]=[C:9]2[C:5]([C:6]([C:20]([OH:25])=[O:28])=[CH:7][N:8]2[CH2:11][C:12]2[CH:17]=[C:16]([F:18])[CH:15]=[C:14]([F:19])[CH:13]=2)=[CH:4][CH:3]=1. The yield is 0.950.